Predict the reaction yield, written as a fraction of the theoretical maximum amount of product (1.0 means a 100% yield; for example, 0.34 means a 34% yield). From a dataset of Reaction yield outcomes from USPTO patents with 853,638 reactions. (1) The reactants are [O:1]1[CH2:6][CH2:5][N:4]([C:7]([CH:9]2[CH2:14][CH2:13][NH:12][CH2:11][CH2:10]2)=[O:8])[CH2:3][CH2:2]1.[Cl:15][C:16]1[CH:17]=[N:18][CH:19]=[C:20]([Cl:23])[C:21]=1Cl.C(N(CC)CC)C. The catalyst is CN1C(=O)CCC1. The product is [Cl:15][C:16]1[CH:17]=[N:18][CH:19]=[C:20]([Cl:23])[C:21]=1[N:12]1[CH2:13][CH2:14][CH:9]([C:7]([N:4]2[CH2:3][CH2:2][O:1][CH2:6][CH2:5]2)=[O:8])[CH2:10][CH2:11]1. The yield is 0.350. (2) No catalyst specified. The yield is 0.350. The reactants are [C:1]([C:3]1[CH:4]=[C:5]([S:9]([O-:11])=[O:10])[CH:6]=[CH:7][CH:8]=1)#[N:2].[Na+].Br[C:14]1[CH:22]=[CH:21][C:20]2[N:19]([CH3:23])[C:18]3[CH2:24][CH:25]4[NH:29][CH:28]([C:17]=3[C:16]=2[C:15]=1[C:30]([O:32][C:33]([CH3:36])([CH3:35])[CH3:34])=[O:31])[CH2:27][CH2:26]4. The product is [C:1]([C:3]1[CH:4]=[C:5]([S:9]([C:14]2[CH:22]=[CH:21][C:20]3[N:19]([CH3:23])[C:18]4[CH2:24][CH:25]5[NH:29][CH:28]([C:17]=4[C:16]=3[C:15]=2[C:30]([O:32][C:33]([CH3:36])([CH3:35])[CH3:34])=[O:31])[CH2:27][CH2:26]5)(=[O:11])=[O:10])[CH:6]=[CH:7][CH:8]=1)#[N:2]. (3) The catalyst is CCOC(C)=O. The product is [O:7]1[CH2:8][CH2:9][NH:4][C:5]2[CH:13]=[C:12]([C:14]3[S:15][C:16]([N:24]([CH3:34])[CH2:25][CH2:26][O:27][C:28]4[CH:29]=[CH:30][CH:31]=[CH:32][CH:33]=4)=[C:17]([C:19]([O:21][CH2:22][CH3:23])=[O:20])[N:18]=3)[CH:11]=[CH:10][C:6]1=2. The reactants are C([N:4]1[CH2:9][CH2:8][O:7][C:6]2[CH:10]=[CH:11][C:12]([C:14]3[S:15][C:16]([N:24]([CH3:34])[CH2:25][CH2:26][O:27][C:28]4[CH:33]=[CH:32][CH:31]=[CH:30][CH:29]=4)=[C:17]([C:19]([O:21][CH2:22][CH3:23])=[O:20])[N:18]=3)=[CH:13][C:5]1=2)(=O)C.C(O)C.Cl.C(=O)(O)[O-].[Na+]. The yield is 0.850. (4) The reactants are Cl[C:2]1[CH:11]=[CH:10][C:9]2[C:4](=[CH:5][CH:6]=[C:7]([CH3:12])[CH:8]=2)[N:3]=1.[CH3:13][C:14]1[N:19]=[C:18](B(O)O)[CH:17]=[CH:16][CH:15]=1.C([O-])([O-])=O.[K+].[K+]. The catalyst is C1COCC1.O.C1C=CC([P]([Pd]([P](C2C=CC=CC=2)(C2C=CC=CC=2)C2C=CC=CC=2)([P](C2C=CC=CC=2)(C2C=CC=CC=2)C2C=CC=CC=2)[P](C2C=CC=CC=2)(C2C=CC=CC=2)C2C=CC=CC=2)(C2C=CC=CC=2)C2C=CC=CC=2)=CC=1. The product is [CH3:13][C:14]1[N:19]=[C:18]([C:2]2[CH:11]=[CH:10][C:9]3[C:4](=[CH:5][CH:6]=[C:7]([CH3:12])[CH:8]=3)[N:3]=2)[CH:17]=[CH:16][CH:15]=1. The yield is 0.800. (5) The catalyst is N.[Cu]I.O. The product is [I:15][C:2]1[CH:7]=[CH:6][C:5]([C:8]2[CH:13]=[CH:12][CH:11]=[CH:10][CH:9]=2)=[CH:4][CH:3]=1. The yield is 0.960. The reactants are Br[C:2]1[CH:7]=[CH:6][C:5]([C:8]2[CH:13]=[CH:12][CH:11]=[CH:10][CH:9]=2)=[CH:4][CH:3]=1.[Na+].[I-:15].C(N)CCN.C(O)CCCC. (6) The reactants are [Cl:1][C:2]1[N:6]2[CH:7]=[C:8]([OH:15])[CH:9]=[C:10]([C:11]([F:14])([F:13])[F:12])[C:5]2=[N:4][C:3]=1[C:16]([O:18][CH3:19])=[O:17].C(=O)([O-])[O-].[K+].[K+].[CH2:26](I)[CH3:27]. The catalyst is CN(C)C=O.O. The product is [Cl:1][C:2]1[N:6]2[CH:7]=[C:8]([O:15][CH2:26][CH3:27])[CH:9]=[C:10]([C:11]([F:12])([F:14])[F:13])[C:5]2=[N:4][C:3]=1[C:16]([O:18][CH3:19])=[O:17]. The yield is 0.630. (7) The reactants are [CH3:1][O:2][C:3]1[CH:4]=[C:5]2[C:10](=[CH:11][C:12]=1[O:13][CH3:14])[N:9]=[CH:8][N:7]=[C:6]2[O:15][C:16]1[CH:17]=[C:18]([CH:20]=[CH:21][CH:22]=1)[NH2:19].C(N(CC)C(C)C)(C)C.[CH3:32][O:33][CH2:34][CH2:35][O:36][C:37]1[CH:38]=[C:39]([NH:47][C:48](=O)[O:49]C2C=CC=CC=2)[CH:40]=[CH:41][C:42]=1[C:43]([F:46])([F:45])[F:44]. The catalyst is C1COCC1.CN(C)C1C=CN=CC=1. The product is [CH3:1][O:2][C:3]1[CH:4]=[C:5]2[C:10](=[CH:11][C:12]=1[O:13][CH3:14])[N:9]=[CH:8][N:7]=[C:6]2[O:15][C:16]1[CH:17]=[C:18]([NH:19][C:48]([NH:47][C:39]2[CH:40]=[CH:41][C:42]([C:43]([F:45])([F:46])[F:44])=[C:37]([O:36][CH2:35][CH2:34][O:33][CH3:32])[CH:38]=2)=[O:49])[CH:20]=[CH:21][CH:22]=1. The yield is 0.650. (8) The catalyst is C1COCC1. The reactants are [N:1]1[CH:6]=[C:5]([C:7]([C:9]2[CH:14]=[CH:13][C:12]([C:15]3[CH:20]=[CH:19][C:18]([O:21][C:22]([F:25])([F:24])[F:23])=[CH:17][CH:16]=3)=[CH:11][N:10]=2)=[O:8])[CH:4]=[N:3][CH:2]=1.[C:26]([Mg]Br)#[C:27][CH3:28]. The yield is 0.620. The product is [N:1]1[CH:6]=[C:5]([C:7]([C:9]2[CH:14]=[CH:13][C:12]([C:15]3[CH:16]=[CH:17][C:18]([O:21][C:22]([F:25])([F:23])[F:24])=[CH:19][CH:20]=3)=[CH:11][N:10]=2)([OH:8])[C:26]#[C:27][CH3:28])[CH:4]=[N:3][CH:2]=1.